From a dataset of Catalyst prediction with 721,799 reactions and 888 catalyst types from USPTO. Predict which catalyst facilitates the given reaction. (1) Reactant: I[C:2]1[N:3]=[CH:4][N:5]([C:7]2[CH:12]=[C:11]([C:13]3[CH:18]=[CH:17][C:16]([C:19]([F:22])([F:21])[F:20])=[CH:15][CH:14]=3)[CH:10]=[C:9]([C:23]([F:26])([F:25])[F:24])[N:8]=2)[CH:6]=1.C([Mg]Cl)(C)C.[Li+].[Cl-].[Sn:34](Cl)([CH2:43][CH2:44][CH2:45][CH3:46])([CH2:39][CH2:40][CH2:41][CH3:42])[CH2:35][CH2:36][CH2:37][CH3:38]. Product: [CH2:43]([Sn:34]([CH2:35][CH2:36][CH2:37][CH3:38])([CH2:39][CH2:40][CH2:41][CH3:42])[C:2]1[N:3]=[CH:4][N:5]([C:7]2[CH:12]=[C:11]([C:13]3[CH:18]=[CH:17][C:16]([C:19]([F:22])([F:21])[F:20])=[CH:15][CH:14]=3)[CH:10]=[C:9]([C:23]([F:26])([F:25])[F:24])[N:8]=2)[CH:6]=1)[CH2:44][CH2:45][CH3:46]. The catalyst class is: 1. (2) Reactant: Br[C:2]1[C:3]2[C:8]([C:9]([C:16]3[CH:21]=[CH:20][CH:19]=[CH:18][CH:17]=3)=[C:10]3[C:15]=1[CH:14]=[CH:13][CH:12]=[CH:11]3)=[CH:7][CH:6]=[CH:5][CH:4]=2.C([Li])CCC.[I:27]I.S([O-])([O-])(=O)=S.[Na+].[Na+]. Product: [I:27][C:2]1[C:3]2[C:8]([C:9]([C:16]3[CH:21]=[CH:20][CH:19]=[CH:18][CH:17]=3)=[C:10]3[C:15]=1[CH:14]=[CH:13][CH:12]=[CH:11]3)=[CH:7][CH:6]=[CH:5][CH:4]=2. The catalyst class is: 7.